From a dataset of Full USPTO retrosynthesis dataset with 1.9M reactions from patents (1976-2016). Predict the reactants needed to synthesize the given product. (1) Given the product [CH2:26]([O:33][C:34]1[C:39]([C:2]2[CH:19]=[C:18]([C:20]([CH3:23])([CH3:22])[CH3:21])[C:17]([O:24][CH3:25])=[CH:16][C:3]=2[CH2:4][N:5]2[C:9]3[CH:10]=[CH:11][CH:12]=[CH:13][C:8]=3[N:7]([CH3:14])[C:6]2=[O:15])=[CH:38][CH:37]=[CH:36][N:35]=1)[C:27]1[CH:28]=[CH:29][CH:30]=[CH:31][CH:32]=1, predict the reactants needed to synthesize it. The reactants are: Br[C:2]1[CH:19]=[C:18]([C:20]([CH3:23])([CH3:22])[CH3:21])[C:17]([O:24][CH3:25])=[CH:16][C:3]=1[CH2:4][N:5]1[C:9]2[CH:10]=[CH:11][CH:12]=[CH:13][C:8]=2[N:7]([CH3:14])[C:6]1=[O:15].[CH2:26]([O:33][C:34]1[C:39](B(O)O)=[CH:38][CH:37]=[CH:36][N:35]=1)[C:27]1[CH:32]=[CH:31][CH:30]=[CH:29][CH:28]=1.C([O-])([O-])=O.[Na+].[Na+]. (2) Given the product [F:1][C:2]1[CH:38]=[N:37][C:5]2[N:6]([C:30]3[CH:31]=[C:32]([C:44]4[CH:45]=[CH:46][C:41]([CH:39]=[O:40])=[CH:42][CH:43]=4)[CH:33]=[CH:34][CH:35]=3)[C:7](=[O:29])[N:8]([C@@H:11]3[CH2:16][CH2:15][C@H:14]([NH:17][C:18]([C:20]4[N:21]=[C:22]5[CH2:27][CH2:26][CH2:25][CH2:24][N:23]5[CH:28]=4)=[O:19])[CH2:13][CH2:12]3)[C:9](=[O:10])[C:4]=2[CH:3]=1, predict the reactants needed to synthesize it. The reactants are: [F:1][C:2]1[CH:38]=[N:37][C:5]2[N:6]([C:30]3[CH:35]=[CH:34][CH:33]=[C:32](I)[CH:31]=3)[C:7](=[O:29])[N:8]([C@@H:11]3[CH2:16][CH2:15][C@H:14]([NH:17][C:18]([C:20]4[N:21]=[C:22]5[CH2:27][CH2:26][CH2:25][CH2:24][N:23]5[CH:28]=4)=[O:19])[CH2:13][CH2:12]3)[C:9](=[O:10])[C:4]=2[CH:3]=1.[CH:39]([C:41]1[CH:46]=[CH:45][C:44](B(O)O)=[CH:43][CH:42]=1)=[O:40].